Task: Predict which catalyst facilitates the given reaction.. Dataset: Catalyst prediction with 721,799 reactions and 888 catalyst types from USPTO (1) Reactant: [CH3:1][C:2]1[CH:7]=[C:6]([CH3:8])[NH:5][C:4](=[O:9])[C:3]=1[CH2:10][NH:11][C:12]([C:14]1[C:15]2[CH:30]=[N:29][N:28]([CH:31]([CH3:33])[CH3:32])[C:16]=2[N:17]=[C:18]([C:20]#[C:21][C:22]2[CH:27]=[CH:26]N=[CH:24][CH:23]=2)[CH:19]=1)=[O:13].O1CCC[CH2:35]1. Product: [CH3:1][C:2]1[CH:7]=[C:6]([CH3:8])[NH:5][C:4](=[O:9])[C:3]=1[CH2:10][NH:11][C:12]([C:14]1[C:15]2[CH:30]=[N:29][N:28]([CH:31]([CH3:33])[CH3:32])[C:16]=2[N:17]=[C:18]([CH2:20][CH2:21][C:22]2[CH:27]=[CH:26][CH:35]=[CH:24][CH:23]=2)[CH:19]=1)=[O:13]. The catalyst class is: 63. (2) Reactant: [N:1]1[CH:6]=[CH:5][CH:4]=[N:3][C:2]=1[NH:7][C@H:8]1[CH2:13][CH2:12][C@H:11]([OH:14])[CH2:10][CH2:9]1.CC(C)([O-])C.[K+].[NH2:21][C:22]1[CH:29]=[CH:28][CH:27]=[C:26](F)[C:23]=1[C:24]#[N:25].C(=O)(O)[O-]. Product: [NH2:21][C:22]1[CH:29]=[CH:28][CH:27]=[C:26]([O:14][C@H:11]2[CH2:12][CH2:13][C@H:8]([NH:7][C:2]3[N:3]=[CH:4][CH:5]=[CH:6][N:1]=3)[CH2:9][CH2:10]2)[C:23]=1[C:24]#[N:25]. The catalyst class is: 12. (3) Reactant: Cl[C:2]1[C:3]([O:8][C:9]2[CH:15]=[CH:14][C:12]([NH2:13])=[CH:11][CH:10]=2)=[N:4][CH:5]=[CH:6][N:7]=1.O.[CH3:17][O:18][C:19]1[C:24](B2OC(C)(C)C(C)(C)O2)=[CH:23][CH:22]=[CH:21][N:20]=1.C(=O)([O-])[O-].[Na+].[Na+]. Product: [CH3:17][O:18][C:19]1[C:24]([C:2]2[C:3]([O:8][C:9]3[CH:15]=[CH:14][C:12]([NH2:13])=[CH:11][CH:10]=3)=[N:4][CH:5]=[CH:6][N:7]=2)=[CH:23][CH:22]=[CH:21][N:20]=1. The catalyst class is: 149. (4) The catalyst class is: 41. Product: [Cl:19][C:20]1[CH:26]=[CH:25][C:23]([NH:24][C:2]2[C:11]3[C:6](=[CH:7][CH:8]=[CH:9][CH:10]=3)[N:5]=[C:4]([C:12]3[CH:17]=[CH:16][C:15]([F:18])=[CH:14][CH:13]=3)[CH:3]=2)=[CH:22][C:21]=1[O:27][CH3:28]. Reactant: Cl[C:2]1[C:11]2[C:6](=[CH:7][CH:8]=[CH:9][CH:10]=2)[N:5]=[C:4]([C:12]2[CH:17]=[CH:16][C:15]([F:18])=[CH:14][CH:13]=2)[CH:3]=1.[Cl:19][C:20]1[CH:26]=[CH:25][C:23]([NH2:24])=[CH:22][C:21]=1[O:27][CH3:28].